This data is from Full USPTO retrosynthesis dataset with 1.9M reactions from patents (1976-2016). The task is: Predict the reactants needed to synthesize the given product. (1) Given the product [CH2:15]([O:17][C:18]([C:20]1([CH2:34][O:14][C:11]2[CH:12]=[CH:13][C:8]([C:5]3[N:4]=[CH:3][C:2]([Cl:1])=[CH:7][N:6]=3)=[CH:9][CH:10]=2)[CH2:24][CH2:23][N:22]([C:25](=[O:33])[C:26]2[CH:27]=[CH:28][C:29]([Cl:32])=[CH:30][CH:31]=2)[CH2:21]1)=[O:19])[CH3:16], predict the reactants needed to synthesize it. The reactants are: [Cl:1][C:2]1[CH:3]=[N:4][C:5]([C:8]2[CH:13]=[CH:12][C:11]([OH:14])=[CH:10][CH:9]=2)=[N:6][CH:7]=1.[CH2:15]([O:17][C:18]([C:20]1([CH2:34]I)[CH2:24][CH2:23][N:22]([C:25](=[O:33])[C:26]2[CH:31]=[CH:30][C:29]([Cl:32])=[CH:28][CH:27]=2)[CH2:21]1)=[O:19])[CH3:16]. (2) Given the product [NH2:14][C:7]1[C:6]([Br:5])=[CH:11][CH:10]=[CH:9][C:8]=1[OH:12], predict the reactants needed to synthesize it. The reactants are: B(Br)(Br)Br.[Br:5][C:6]1[CH:11]=[CH:10][CH:9]=[C:8]([O:12]C)[C:7]=1[NH2:14]. (3) Given the product [NH2:26][CH2:25][C:3]1[CH:4]=[CH:5][C:6]([C:8]2[CH2:12][C:11]([C:17]3[CH:22]=[C:21]([Cl:23])[CH:20]=[C:19]([Cl:24])[CH:18]=3)([C:13]([F:16])([F:14])[F:15])[CH2:10][N:9]=2)=[CH:7][C:2]=1[Br:1], predict the reactants needed to synthesize it. The reactants are: [Br:1][C:2]1[CH:7]=[C:6]([C:8]2[CH2:12][C:11]([C:17]3[CH:22]=[C:21]([Cl:23])[CH:20]=[C:19]([Cl:24])[CH:18]=3)([C:13]([F:16])([F:15])[F:14])[CH2:10][N:9]=2)[CH:5]=[CH:4][C:3]=1[CH2:25][N:26]1C(=O)C2=CC=CC=C2C1=O.O.NN. (4) Given the product [CH3:1][O:2][C:3]1[C:8]([CH2:9][C:10]2[S:14][C:13]([NH:15][C:28]([C:25]3([C:23]4[CH:22]=[CH:21][C:20]5[O:16][CH2:17][O:18][C:19]=5[CH:24]=4)[CH2:27][CH2:26]3)=[O:29])=[N:12][CH:11]=2)=[CH:7][CH:6]=[CH:5][N:4]=1, predict the reactants needed to synthesize it. The reactants are: [CH3:1][O:2][C:3]1[C:8]([CH2:9][C:10]2[S:14][C:13]([NH2:15])=[N:12][CH:11]=2)=[CH:7][CH:6]=[CH:5][N:4]=1.[O:16]1[C:20]2[CH:21]=[CH:22][C:23]([C:25]3([C:28](O)=[O:29])[CH2:27][CH2:26]3)=[CH:24][C:19]=2[O:18][CH2:17]1.C(N(CC)CC)C.F[P-](F)(F)(F)(F)F.N1(OC(N(C)C)=[N+](C)C)C2N=CC=CC=2N=N1. (5) Given the product [CH3:1][O:2][C:3]1[CH:28]=[CH:27][C:6]([CH2:7][N:8]2[C:12]3=[N:13][CH:14]=[CH:15][C:16]([O:17][C:18]4[CH:23]=[CH:22][C:21]([NH2:24])=[CH:20][C:19]=4[F:25])=[C:11]3[C:10]([NH:29][C@H:30]3[CH2:35][CH2:34][N:33]([C:36]([O:38][C:39]([CH3:41])([CH3:40])[CH3:42])=[O:37])[CH2:32][C@@H:31]3[F:43])=[N:9]2)=[CH:5][CH:4]=1, predict the reactants needed to synthesize it. The reactants are: [CH3:1][O:2][C:3]1[CH:28]=[CH:27][C:6]([CH2:7][N:8]2[C:12]3=[N:13][CH:14]=[CH:15][C:16]([O:17][C:18]4[CH:23]=[CH:22][C:21]([NH2:24])=[CH:20][C:19]=4[F:25])=[C:11]3[C:10](I)=[N:9]2)=[CH:5][CH:4]=1.[NH2:29][C@H:30]1[CH2:35][CH2:34][N:33]([C:36]([O:38][C:39]([CH3:42])([CH3:41])[CH3:40])=[O:37])[CH2:32][C@@H:31]1[F:43].